Dataset: Full USPTO retrosynthesis dataset with 1.9M reactions from patents (1976-2016). Task: Predict the reactants needed to synthesize the given product. (1) Given the product [Br:1][C:2]1[CH:6]=[CH:5][S:4][C:3]=1[CH:7]([OH:8])[CH2:17][CH2:16][CH2:15][C:9]1[CH:14]=[CH:13][CH:12]=[CH:11][CH:10]=1, predict the reactants needed to synthesize it. The reactants are: [Br:1][C:2]1[CH:6]=[CH:5][S:4][C:3]=1[CH:7]=[O:8].[C:9]1([CH2:15][CH2:16][CH2:17][Mg]Br)[CH:14]=[CH:13][CH:12]=[CH:11][CH:10]=1. (2) Given the product [F:41][C:42]1[CH:43]=[C:44]([NH:53][C:38]([CH:27]2[N:26]([C:24]([O:23][C:19]([CH3:21])([CH3:20])[CH3:22])=[O:25])[CH2:35][CH2:34][C:33]3[N:32]=[C:31]([O:36][CH3:37])[CH:30]=[CH:29][C:28]2=3)=[O:40])[CH:45]=[C:46]2[C:50]=1[C:49]([CH3:51])([CH3:52])[CH2:48][CH2:47]2, predict the reactants needed to synthesize it. The reactants are: C(P1(=O)OP(CCC)(=O)OP(CCC)(=O)O1)CC.[C:19]([O:23][C:24]([N:26]1[CH2:35][CH2:34][C:33]2[N:32]=[C:31]([O:36][CH3:37])[CH:30]=[CH:29][C:28]=2[CH:27]1[C:38]([OH:40])=O)=[O:25])([CH3:22])([CH3:21])[CH3:20].[F:41][C:42]1[CH:43]=[C:44]([NH2:53])[CH:45]=[C:46]2[C:50]=1[C:49]([CH3:52])([CH3:51])[CH2:48][CH2:47]2.CCN(C(C)C)C(C)C. (3) Given the product [F:1][C:2]1[C:3]([C:9]2[N:10]([CH:15]([CH3:17])[CH3:16])[C:11]([CH3:14])=[N:12][CH:13]=2)=[N:4][C:5]([NH:8][C:19]2[CH:40]=[CH:39][C:22]([C:23]([NH:25][CH:26]3[CH2:31][CH2:30][CH2:29][N:28]([C:32]([O:34][C:35]([CH3:36])([CH3:37])[CH3:38])=[O:33])[CH2:27]3)=[O:24])=[CH:21][CH:20]=2)=[N:6][CH:7]=1, predict the reactants needed to synthesize it. The reactants are: [F:1][C:2]1[C:3]([C:9]2[N:10]([CH:15]([CH3:17])[CH3:16])[C:11]([CH3:14])=[N:12][CH:13]=2)=[N:4][C:5]([NH2:8])=[N:6][CH:7]=1.I[C:19]1[CH:40]=[CH:39][C:22]([C:23]([NH:25][CH:26]2[CH2:31][CH2:30][CH2:29][N:28]([C:32]([O:34][C:35]([CH3:38])([CH3:37])[CH3:36])=[O:33])[CH2:27]2)=[O:24])=[CH:21][CH:20]=1.CC1(C)C2C(=C(P(C3C=CC=CC=3)C3C=CC=CC=3)C=CC=2)OC2C(P(C3C=CC=CC=3)C3C=CC=CC=3)=CC=CC1=2.C(=O)([O-])[O-].[Cs+].[Cs+]. (4) The reactants are: C(=O)([O-])[O-].[K+].[K+].Br[CH2:8][CH2:9][O:10][CH3:11].[CH:12]1([N:15]2[C:23]3[C:18](=[CH:19][CH:20]=[C:21]([C:24]4[N:28]([C:29]5[CH:30]=[C:31]([OH:35])[CH:32]=[CH:33][CH:34]=5)[N:27]=[CH:26][CH:25]=4)[CH:22]=3)[C:17]([CH2:36][CH3:37])=[N:16]2)[CH2:14][CH2:13]1.O.C(#N)C. Given the product [CH:12]1([N:15]2[C:23]3[C:18](=[CH:19][CH:20]=[C:21]([C:24]4[N:28]([C:29]5[CH:34]=[CH:33][CH:32]=[C:31]([O:35][CH2:8][CH2:9][O:10][CH3:11])[CH:30]=5)[N:27]=[CH:26][CH:25]=4)[CH:22]=3)[C:17]([CH2:36][CH3:37])=[N:16]2)[CH2:14][CH2:13]1, predict the reactants needed to synthesize it.